From a dataset of Reaction yield outcomes from USPTO patents with 853,638 reactions. Predict the reaction yield, written as a fraction of the theoretical maximum amount of product (1.0 means a 100% yield; for example, 0.34 means a 34% yield). (1) The reactants are [Cl:1][C:2]1[C:11]2[C:6](=[CH:7][CH:8]=[CH:9][C:10]=2[O:12][CH:13]2[CH2:18][CH2:17][N:16]([CH3:19])[CH2:15][CH2:14]2)[N:5]=[CH:4][N:3]=1.[Cl:20][C:21]1[CH:22]=[C:23]([CH:25]=[CH:26][C:27]=1[S:28][C:29]1[CH:30]=[CH:31][CH:32]=[C:33]2[C:38]=1[N:37]=[CH:36][CH:35]=[CH:34]2)[NH2:24]. No catalyst specified. The product is [ClH:1].[Cl:20][C:21]1[CH:22]=[C:23]([CH:25]=[CH:26][C:27]=1[S:28][C:29]1[CH:30]=[CH:31][CH:32]=[C:33]2[C:38]=1[N:37]=[CH:36][CH:35]=[CH:34]2)[NH:24][C:2]1[C:11]2[C:6](=[CH:7][CH:8]=[CH:9][C:10]=2[O:12][CH:13]2[CH2:18][CH2:17][N:16]([CH3:19])[CH2:15][CH2:14]2)[N:5]=[CH:4][N:3]=1. The yield is 0.610. (2) The reactants are Br.[NH2:2][C:3]1[C:4]([OH:18])=[C:5]([C:9]2[CH:14]=[CH:13][CH:12]=[C:11]([C:15]([OH:17])=[O:16])[CH:10]=2)[CH:6]=[CH:7][CH:8]=1.[N:19]([O-])=O.[Na+].[CH2:23]([CH:25]1[C:33]2[C:28](=[CH:29][CH:30]=[C:31]([N:34]3[C:38](=[O:39])[CH2:37][C:36]([CH3:40])=[N:35]3)[CH:32]=2)[CH2:27][CH2:26]1)[CH3:24].C(=O)(O)[O-].[Na+]. The catalyst is Cl.C(O)C. The product is [CH2:23]([CH:25]1[C:33]2[C:28](=[CH:29][CH:30]=[C:31]([N:34]3[C:38](=[O:39])[C:37](=[N:19][NH:2][C:3]4[C:4]([OH:18])=[C:5]([C:9]5[CH:14]=[CH:13][CH:12]=[C:11]([C:15]([OH:17])=[O:16])[CH:10]=5)[CH:6]=[CH:7][CH:8]=4)[C:36]([CH3:40])=[N:35]3)[CH:32]=2)[CH2:27][CH2:26]1)[CH3:24]. The yield is 0.364. (3) The reactants are [Cl:1][C:2]1[N:9]=[C:8]([C:10]([F:13])([F:12])[F:11])[CH:7]=[CH:6][C:3]=1[C:4]#N.CC(C[AlH]CC(C)C)C.C(O)(=[O:25])C. The catalyst is C1(C)C=CC=CC=1. The product is [Cl:1][C:2]1[N:9]=[C:8]([C:10]([F:13])([F:12])[F:11])[CH:7]=[CH:6][C:3]=1[CH:4]=[O:25]. The yield is 0.332. (4) The catalyst is O1CCOCC1.COCCO. The yield is 0.190. The product is [Cl:20][C:5]1[C:6]([NH:8][C@@H:9]2[CH2:14][CH2:13][CH2:12][CH2:11][C@H:10]2[NH:15][S:16]([CH3:19])(=[O:18])=[O:17])=[N:7][C:2]([NH:21][C:22]2[CH:35]=[CH:34][C:25]3[NH:26][C:27](=[O:33])[CH2:28][CH2:29][C:30]([CH3:32])([CH3:31])[C:24]=3[CH:23]=2)=[N:3][CH:4]=1. The reactants are Cl[C:2]1[N:7]=[C:6]([NH:8][C@@H:9]2[CH2:14][CH2:13][CH2:12][CH2:11][C@H:10]2[NH:15][S:16]([CH3:19])(=[O:18])=[O:17])[C:5]([Cl:20])=[CH:4][N:3]=1.[NH2:21][C:22]1[CH:35]=[CH:34][C:25]2[NH:26][C:27](=[O:33])[CH2:28][CH2:29][C:30]([CH3:32])([CH3:31])[C:24]=2[CH:23]=1.Cl. (5) The reactants are [NH2:1][CH:2]1[CH2:7][CH2:6][N:5]([C:8]([O:10][CH2:11][C:12]2[CH:17]=[CH:16][CH:15]=[CH:14][CH:13]=2)=[O:9])[CH2:4][CH2:3]1.C(N(CC)CC)C.Br[CH:26]([CH3:33])[CH2:27][CH2:28][CH2:29][C:30](Cl)=[O:31]. The catalyst is C1COCC1. The product is [O:31]=[C:30]1[CH2:29][CH2:28][CH2:27][CH2:26][CH2:33][N:1]1[CH:2]1[CH2:3][CH2:4][N:5]([C:8]([O:10][CH2:11][C:12]2[CH:17]=[CH:16][CH:15]=[CH:14][CH:13]=2)=[O:9])[CH2:6][CH2:7]1. The yield is 0.100.